From a dataset of Forward reaction prediction with 1.9M reactions from USPTO patents (1976-2016). Predict the product of the given reaction. (1) Given the reactants [F:1][C:2]([F:16])([F:15])[C:3]([NH:5][CH2:6][CH2:7][CH2:8][CH2:9][CH2:10][C:11]([O:13]C)=[O:12])=[O:4].C(Cl)(Cl)Cl.CC(C)=O, predict the reaction product. The product is: [F:1][C:2]([F:15])([F:16])[C:3]([NH:5][CH2:6][CH2:7][CH2:8][CH2:9][CH2:10][C:11]([OH:13])=[O:12])=[O:4]. (2) The product is: [CH2:1]([O:8][C:9]1[CH:14]=[C:13]([C:27]2[CH:28]=[N:24][NH:25][CH:26]=2)[CH:12]=[CH:11][C:10]=1[N:16]1[S:20](=[O:22])(=[O:21])[NH:19][C:18](=[O:23])[CH2:17]1)[C:2]1[CH:7]=[CH:6][CH:5]=[CH:4][CH:3]=1. Given the reactants [CH2:1]([O:8][C:9]1[CH:14]=[C:13](I)[CH:12]=[CH:11][C:10]=1[N:16]1[S:20](=[O:22])(=[O:21])[NH:19][C:18](=[O:23])[CH2:17]1)[C:2]1[CH:7]=[CH:6][CH:5]=[CH:4][CH:3]=1.[NH:24]1[CH:28]=[C:27](B(O)O)[CH:26]=[N:25]1.C([O-])([O-])=O.[Na+].[Na+], predict the reaction product. (3) Given the reactants [CH2:1]([O:3][C:4](=[O:42])[CH2:5][CH2:6][CH2:7][O:8][C:9]1[CH:14]=[CH:13][CH:12]=[C:11]([CH2:15][CH2:16][CH2:17][CH2:18][CH2:19][CH2:20][O:21][C:22]2[CH:27]=[C:26]([S:28]([CH2:31][CH2:32][CH3:33])(=[O:30])=[O:29])[CH:25]=[C:24](Br)[CH:23]=2)[C:10]=1[CH2:35][CH2:36][C:37]([O:39][CH2:40][CH3:41])=[O:38])[CH3:2].[Cl:43][C:44]1[CH:49]=[CH:48][C:47](B(O)O)=[CH:46][CH:45]=1.C(=O)([O-])[O-].[Cs+].[Cs+], predict the reaction product. The product is: [CH2:1]([O:3][C:4](=[O:42])[CH2:5][CH2:6][CH2:7][O:8][C:9]1[CH:14]=[CH:13][CH:12]=[C:11]([CH2:15][CH2:16][CH2:17][CH2:18][CH2:19][CH2:20][O:21][C:22]2[CH:23]=[C:24]([C:47]3[CH:48]=[CH:49][C:44]([Cl:43])=[CH:45][CH:46]=3)[CH:25]=[C:26]([S:28]([CH2:31][CH2:32][CH3:33])(=[O:30])=[O:29])[CH:27]=2)[C:10]=1[CH2:35][CH2:36][C:37]([O:39][CH2:40][CH3:41])=[O:38])[CH3:2].